Dataset: NCI-60 drug combinations with 297,098 pairs across 59 cell lines. Task: Regression. Given two drug SMILES strings and cell line genomic features, predict the synergy score measuring deviation from expected non-interaction effect. Drug 1: CC1C(C(CC(O1)OC2CC(CC3=C2C(=C4C(=C3O)C(=O)C5=C(C4=O)C(=CC=C5)OC)O)(C(=O)C)O)N)O.Cl. Drug 2: C1C(C(OC1N2C=NC(=NC2=O)N)CO)O. Cell line: A549. Synergy scores: CSS=17.5, Synergy_ZIP=-6.51, Synergy_Bliss=-0.639, Synergy_Loewe=-6.89, Synergy_HSA=-1.27.